Dataset: NCI-60 drug combinations with 297,098 pairs across 59 cell lines. Task: Regression. Given two drug SMILES strings and cell line genomic features, predict the synergy score measuring deviation from expected non-interaction effect. (1) Drug 1: C(=O)(N)NO. Drug 2: COCCOC1=C(C=C2C(=C1)C(=NC=N2)NC3=CC=CC(=C3)C#C)OCCOC.Cl. Cell line: HCC-2998. Synergy scores: CSS=31.2, Synergy_ZIP=10.1, Synergy_Bliss=15.0, Synergy_Loewe=12.9, Synergy_HSA=7.70. (2) Cell line: M14. Synergy scores: CSS=41.0, Synergy_ZIP=7.45, Synergy_Bliss=11.3, Synergy_Loewe=12.6, Synergy_HSA=13.2. Drug 1: CN(CC1=CN=C2C(=N1)C(=NC(=N2)N)N)C3=CC=C(C=C3)C(=O)NC(CCC(=O)O)C(=O)O. Drug 2: C(CC(=O)O)C(=O)CN.Cl. (3) Drug 1: CCC1(CC2CC(C3=C(CCN(C2)C1)C4=CC=CC=C4N3)(C5=C(C=C6C(=C5)C78CCN9C7C(C=CC9)(C(C(C8N6C=O)(C(=O)OC)O)OC(=O)C)CC)OC)C(=O)OC)O.OS(=O)(=O)O. Drug 2: CCN(CC)CCCC(C)NC1=C2C=C(C=CC2=NC3=C1C=CC(=C3)Cl)OC. Cell line: IGROV1. Synergy scores: CSS=-1.47, Synergy_ZIP=1.22, Synergy_Bliss=0.586, Synergy_Loewe=-1.65, Synergy_HSA=-1.73. (4) Drug 1: C(=O)(N)NO. Drug 2: C(CCl)NC(=O)N(CCCl)N=O. Cell line: MDA-MB-435. Synergy scores: CSS=0.726, Synergy_ZIP=0.622, Synergy_Bliss=1.73, Synergy_Loewe=-3.15, Synergy_HSA=-1.72. (5) Drug 1: C1=C(C(=O)NC(=O)N1)F. Drug 2: CN1C(=O)N2C=NC(=C2N=N1)C(=O)N. Cell line: SK-OV-3. Synergy scores: CSS=17.5, Synergy_ZIP=1.56, Synergy_Bliss=5.94, Synergy_Loewe=-24.4, Synergy_HSA=0.415. (6) Drug 1: CC(CN1CC(=O)NC(=O)C1)N2CC(=O)NC(=O)C2. Drug 2: CC1OCC2C(O1)C(C(C(O2)OC3C4COC(=O)C4C(C5=CC6=C(C=C35)OCO6)C7=CC(=C(C(=C7)OC)O)OC)O)O. Cell line: HOP-92. Synergy scores: CSS=40.7, Synergy_ZIP=0.0110, Synergy_Bliss=3.41, Synergy_Loewe=5.33, Synergy_HSA=7.58. (7) Drug 1: CCCCC(=O)OCC(=O)C1(CC(C2=C(C1)C(=C3C(=C2O)C(=O)C4=C(C3=O)C=CC=C4OC)O)OC5CC(C(C(O5)C)O)NC(=O)C(F)(F)F)O. Drug 2: C1=NC(=NC(=O)N1C2C(C(C(O2)CO)O)O)N. Cell line: LOX IMVI. Synergy scores: CSS=46.4, Synergy_ZIP=-2.98, Synergy_Bliss=-3.03, Synergy_Loewe=-13.8, Synergy_HSA=-2.39. (8) Drug 1: CC1OCC2C(O1)C(C(C(O2)OC3C4COC(=O)C4C(C5=CC6=C(C=C35)OCO6)C7=CC(=C(C(=C7)OC)O)OC)O)O. Drug 2: CC1C(C(CC(O1)OC2CC(CC3=C2C(=C4C(=C3O)C(=O)C5=CC=CC=C5C4=O)O)(C(=O)C)O)N)O. Cell line: K-562. Synergy scores: CSS=42.1, Synergy_ZIP=-4.24, Synergy_Bliss=-3.83, Synergy_Loewe=0.909, Synergy_HSA=2.01.